Dataset: Full USPTO retrosynthesis dataset with 1.9M reactions from patents (1976-2016). Task: Predict the reactants needed to synthesize the given product. (1) Given the product [O:1]1[CH2:6][CH:5]=[C:4]([C:7]2[CH:19]=[CH:18][C:10]([CH2:11][C@@H:12]([C:14]([OH:16])=[O:15])[NH:13][C:30](=[O:31])[C:29]3[C:33]([CH3:37])=[CH:34][CH:35]=[CH:36][C:28]=3[CH3:27])=[CH:9][CH:8]=2)[CH2:3][CH2:2]1, predict the reactants needed to synthesize it. The reactants are: [O:1]1[CH2:6][CH:5]=[C:4]([C:7]2[CH:19]=[CH:18][C:10]([CH2:11][C@@H:12]([C:14]([O:16]C)=[O:15])[NH2:13])=[CH:9][CH:8]=2)[CH2:3][CH2:2]1.C(N(CC)CC)C.[CH3:27][C:28]1[CH:36]=[CH:35][CH:34]=[C:33]([CH3:37])[C:29]=1[C:30](O)=[O:31].CN(C(ON1N=NC2C=CC=NC1=2)=[N+](C)C)C.F[P-](F)(F)(F)(F)F. (2) Given the product [OH:28][C:25]1[CH:26]=[CH:27][C:22]([C:20]2[N:19]=[C:18]3[NH:35][N:36]=[C:37]([CH3:38])[C:17]3=[C:16]([C:14]([N:11]3[CH2:12][CH2:13][NH:8][CH2:9][C:10]3([CH3:51])[C:45]3[CH:46]=[CH:47][CH:48]=[CH:49][CH:50]=3)=[O:15])[CH:21]=2)=[CH:23][CH:24]=1, predict the reactants needed to synthesize it. The reactants are: C(OC([N:8]1[CH2:13][CH2:12][N:11]([C:14]([C:16]2[C:17]3[C:37]([CH3:38])=[N:36][N:35](C4CCCCO4)[C:18]=3[N:19]=[C:20]([C:22]3[CH:27]=[CH:26][C:25]([O:28]C4CCCCO4)=[CH:24][CH:23]=3)[CH:21]=2)=[O:15])[C:10]([CH3:51])([C:45]2[CH:50]=[CH:49][CH:48]=[CH:47][CH:46]=2)[CH2:9]1)=O)(C)(C)C.Cl. (3) The reactants are: [NH2:1][C@@H:2]([C@@H:5]([CH3:8])[CH2:6][CH3:7])[CH2:3][OH:4]. Given the product [CH:5]([CH:2]1[NH:1][C:3](=[O:4])[CH:2]([CH:5]([CH2:6][CH3:7])[CH3:8])[NH:1][C:3]1=[O:4])([CH2:6][CH3:7])[CH3:8], predict the reactants needed to synthesize it. (4) The reactants are: [CH3:1][C:2]1[CH:7]=[C:6]([O:8][CH2:9][CH2:10][CH2:11][S:12]([CH3:15])(=[O:14])=[O:13])[CH:5]=[C:4]([CH3:16])[C:3]=1[C:17]1[CH:22]=[CH:21][CH:20]=[C:19]([CH2:23][O:24][C:25]2[CH:30]=[CH:29][C:28]([C:31]3([CH2:39][C:40]([O:42]CC)=[O:41])[CH2:34][N:33]([S:35]([CH3:38])(=[O:37])=[O:36])[CH2:32]3)=[CH:27][CH:26]=2)[CH:18]=1.O.[OH-].[Li+]. Given the product [CH3:1][C:2]1[CH:7]=[C:6]([O:8][CH2:9][CH2:10][CH2:11][S:12]([CH3:15])(=[O:13])=[O:14])[CH:5]=[C:4]([CH3:16])[C:3]=1[C:17]1[CH:22]=[CH:21][CH:20]=[C:19]([CH2:23][O:24][C:25]2[CH:30]=[CH:29][C:28]([C:31]3([CH2:39][C:40]([OH:42])=[O:41])[CH2:34][N:33]([S:35]([CH3:38])(=[O:37])=[O:36])[CH2:32]3)=[CH:27][CH:26]=2)[CH:18]=1, predict the reactants needed to synthesize it.